From a dataset of Full USPTO retrosynthesis dataset with 1.9M reactions from patents (1976-2016). Predict the reactants needed to synthesize the given product. (1) The reactants are: [Cl:1][C:2]1[C:3]([NH2:12])=[CH:4][C:5]([N+:9]([O-:11])=[O:10])=[C:6]([NH2:8])[CH:7]=1.CO[CH:15]1[CH2:19][CH2:18][CH:17](OC)O1. Given the product [Cl:1][C:2]1[C:3]([N:12]2[CH:15]=[CH:19][CH:18]=[CH:17]2)=[CH:4][C:5]([N+:9]([O-:11])=[O:10])=[C:6]([NH2:8])[CH:7]=1, predict the reactants needed to synthesize it. (2) Given the product [Br:15][C:11]1[CH:12]=[C:13]2[C:8](=[CH:9][CH:10]=1)[CH2:7][C:6]([NH:16][C:17](=[O:30])[C:18]1[CH:23]=[CH:22][CH:21]=[C:20]([CH3:24])[C:19]=1[O:25][CH:26]1[CH2:27][CH2:28][CH2:29]1)([C:4]([OH:5])=[O:3])[CH2:14]2, predict the reactants needed to synthesize it. The reactants are: C([O:3][C:4]([C:6]1([NH:16][C:17](=[O:30])[C:18]2[CH:23]=[CH:22][CH:21]=[C:20]([CH3:24])[C:19]=2[O:25][CH:26]2[CH2:29][CH2:28][CH2:27]2)[CH2:14][C:13]2[C:8](=[CH:9][CH:10]=[C:11]([Br:15])[CH:12]=2)[CH2:7]1)=[O:5])C.[OH-].[K+].O.